From a dataset of Peptide-MHC class II binding affinity with 134,281 pairs from IEDB. Regression. Given a peptide amino acid sequence and an MHC pseudo amino acid sequence, predict their binding affinity value. This is MHC class II binding data. (1) The peptide sequence is AYKTAEGATPEAKYD. The MHC is HLA-DQA10501-DQB10301 with pseudo-sequence HLA-DQA10501-DQB10301. The binding affinity (normalized) is 0.816. (2) The peptide sequence is AGIMIFDPYGATISA. The MHC is DRB1_0901 with pseudo-sequence DRB1_0901. The binding affinity (normalized) is 0.459. (3) The peptide sequence is DEPMVQVEAGKVNHS. The MHC is HLA-DPA10201-DPB10501 with pseudo-sequence HLA-DPA10201-DPB10501. The binding affinity (normalized) is 0.351. (4) The peptide sequence is PVTEEPGMAKIPAGE. The MHC is DRB3_0101 with pseudo-sequence DRB3_0101. The binding affinity (normalized) is 0. (5) The peptide sequence is DTFRKLFRDYSNFLR. The MHC is DRB1_0301 with pseudo-sequence DRB1_0301. The binding affinity (normalized) is 0.558.